This data is from Reaction yield outcomes from USPTO patents with 853,638 reactions. The task is: Predict the reaction yield, written as a fraction of the theoretical maximum amount of product (1.0 means a 100% yield; for example, 0.34 means a 34% yield). (1) The reactants are [OH:1][C:2]1[CH:7]=[CH:6][C:5]([C:8](=[O:13])[CH2:9][CH2:10][CH2:11][CH3:12])=[CH:4][CH:3]=1.Br[CH2:15][CH2:16][CH2:17][C:18]([O:20][CH2:21][CH3:22])=[O:19].C([O-])([O-])=O.[K+].[K+]. The catalyst is CC(C)=O. The product is [C:8]([C:5]1[CH:4]=[CH:3][C:2]([O:1][CH2:15][CH2:16][CH2:17][C:18]([O:20][CH2:21][CH3:22])=[O:19])=[CH:7][CH:6]=1)(=[O:13])[CH2:9][CH2:10][CH2:11][CH3:12]. The yield is 0.970. (2) The reactants are [Cl:1][C:2]1[CH:3]=[CH:4][C:5]([O:24][C:25]2[CH:30]=[C:29]([F:31])[C:28]([S:32](=[O:51])(=[O:50])[N:33](CC3C=CC(OC)=CC=3OC)[C:34]3[S:35][CH:36]=[CH:37][N:38]=3)=[CH:27][C:26]=2[Cl:52])=[C:6]([CH2:8][CH2:9][CH2:10][N:11]([C:16]([O:18][CH2:19][CH2:20][CH2:21][CH2:22][CH3:23])=[O:17])[CH2:12][C:13]([OH:15])=[O:14])[CH:7]=1.Cl.CCCCC. The catalyst is ClCCl.C(OCC)(=O)C. The product is [Cl:1][C:2]1[CH:3]=[CH:4][C:5]([O:24][C:25]2[CH:30]=[C:29]([F:31])[C:28]([S:32](=[O:50])(=[O:51])[NH:33][C:34]3[S:35][CH:36]=[CH:37][N:38]=3)=[CH:27][C:26]=2[Cl:52])=[C:6]([CH2:8][CH2:9][CH2:10][N:11]([C:16]([O:18][CH2:19][CH2:20][CH2:21][CH2:22][CH3:23])=[O:17])[CH2:12][C:13]([OH:15])=[O:14])[CH:7]=1. The yield is 0.123. (3) The reactants are [CH2:1]([NH:5][CH3:6])[CH2:2][CH2:3][CH3:4].[CH:7]1([N:13]=[C:14]=[N:15][CH:16]2[CH2:21][CH2:20][CH2:19][CH2:18][CH2:17]2)[CH2:12][CH2:11][CH2:10][CH2:9][CH2:8]1. No catalyst specified. The product is [CH2:1]([N:5]([CH3:6])[C:14]([NH:13][CH:7]1[CH2:8][CH2:9][CH2:10][CH2:11][CH2:12]1)=[N:15][CH:16]1[CH2:21][CH2:20][CH2:19][CH2:18][CH2:17]1)[CH2:2][CH2:3][CH3:4]. The yield is 0.997. (4) The reactants are [C:1]([O:5][C:6]([NH:8][C@@H:9]1[CH2:12][C@H:11]([C:13]([OH:15])=O)[C:10]1([CH3:17])[CH3:16])=[O:7])([CH3:4])([CH3:3])[CH3:2].C1C=CC2N(O)N=NC=2C=1.Cl.[NH2:29][C@@H:30]([CH:35]([CH3:37])[CH3:36])[C:31]([O:33][CH3:34])=[O:32].CCN(CC)CC. The catalyst is C(Cl)Cl. The product is [C:1]([O:5][C:6]([NH:8][C@@H:9]1[CH2:12][C@H:11]([C:13]([NH:29][C@@H:30]([CH:35]([CH3:37])[CH3:36])[C:31]([O:33][CH3:34])=[O:32])=[O:15])[C:10]1([CH3:17])[CH3:16])=[O:7])([CH3:2])([CH3:3])[CH3:4]. The yield is 0.859. (5) The reactants are [F:1][C:2]1[CH:17]=[CH:16][CH:15]=[CH:14][C:3]=1[CH2:4][O:5][C:6]1[CH:7]=[CH:8][C:9]([C:12]#[N:13])=[N:10][CH:11]=1.CC(C[AlH]CC(C)C)C.Cl.C(=O)(O)[O-].[Na+].[CH3:33][C:34]([S@:37](N)=[O:38])([CH3:36])[CH3:35]. The catalyst is ClCCl.S([O-])([O-])(=O)=O.[Cu+2].CO. The product is [F:1][C:2]1[CH:17]=[CH:16][CH:15]=[CH:14][C:3]=1[CH2:4][O:5][C:6]1[CH:7]=[CH:8][C:9](/[CH:12]=[N:13]/[S@@:37]([C:34]([CH3:36])([CH3:35])[CH3:33])=[O:38])=[N:10][CH:11]=1. The yield is 0.360.